This data is from Peptide-MHC class I binding affinity with 185,985 pairs from IEDB/IMGT. The task is: Regression. Given a peptide amino acid sequence and an MHC pseudo amino acid sequence, predict their binding affinity value. This is MHC class I binding data. The peptide sequence is FSSQLGLFY. The MHC is HLA-B53:01 with pseudo-sequence HLA-B53:01. The binding affinity (normalized) is 0.261.